From a dataset of Forward reaction prediction with 1.9M reactions from USPTO patents (1976-2016). Predict the product of the given reaction. Given the reactants [CH3:1][C:2]1[O:3][C:4]2[CH2:9][N:8](C(OC(C)(C)C)=O)[CH2:7][C:5]=2[N:6]=1, predict the reaction product. The product is: [CH3:1][C:2]1[O:3][C:4]2[CH2:9][NH:8][CH2:7][C:5]=2[N:6]=1.